From a dataset of Catalyst prediction with 721,799 reactions and 888 catalyst types from USPTO. Predict which catalyst facilitates the given reaction. Reactant: C(O)C.[CH2:4]([O:11][C:12]1[CH:13]=[CH:14][C:15]([CH2:18][C:19]#[N:20])=[N:16][CH:17]=1)[C:5]1[CH:10]=[CH:9][CH:8]=[CH:7][CH:6]=1.[Cl-].[OH:22][NH3+:23].C(=O)([O-])[O-].[K+].[K+]. Product: [CH2:4]([O:11][C:12]1[CH:13]=[CH:14][C:15]([CH2:18][C:19]([NH:23][OH:22])=[NH:20])=[N:16][CH:17]=1)[C:5]1[CH:6]=[CH:7][CH:8]=[CH:9][CH:10]=1. The catalyst class is: 6.